Dataset: Full USPTO retrosynthesis dataset with 1.9M reactions from patents (1976-2016). Task: Predict the reactants needed to synthesize the given product. (1) Given the product [Cl:21][C:18]1[CH:19]=[C:20]2[C:15](=[CH:16][CH:17]=1)[N:14]=[C:13]([CH3:22])[C:12]([CH3:23])=[C:11]2[N:8]1[C:9]2[C:5](=[C:4]([O:24][CH3:25])[CH:3]=[C:2]([C:34]3[CH:39]=[CH:38][N:37]=[CH:36][CH:35]=3)[CH:10]=2)[CH:6]=[CH:7]1, predict the reactants needed to synthesize it. The reactants are: Br[C:2]1[CH:10]=[C:9]2[C:5]([CH:6]=[CH:7][N:8]2[C:11]2[C:20]3[C:15](=[CH:16][CH:17]=[C:18]([Cl:21])[CH:19]=3)[N:14]=[C:13]([CH3:22])[C:12]=2[CH3:23])=[C:4]([O:24][CH3:25])[CH:3]=1.CC1(C)C(C)(C)OB([C:34]2[CH:39]=[CH:38][N:37]=[CH:36][CH:35]=2)O1. (2) Given the product [CH3:19][S:16]([C:13]1[CH:14]=[CH:15][C:10]([C:6]2[C:5]3[N:4]([N:3]=[C:2]([NH:28][CH2:27][C:22]4[CH:23]=[CH:24][CH:25]=[CH:26][N:21]=4)[N:20]=3)[CH:9]=[CH:8][CH:7]=2)=[CH:11][CH:12]=1)(=[O:18])=[O:17], predict the reactants needed to synthesize it. The reactants are: Cl[C:2]1[N:20]=[C:5]2[C:6]([C:10]3[CH:15]=[CH:14][C:13]([S:16]([CH3:19])(=[O:18])=[O:17])=[CH:12][CH:11]=3)=[CH:7][CH:8]=[CH:9][N:4]2[N:3]=1.[N:21]1[CH:26]=[CH:25][CH:24]=[CH:23][C:22]=1[CH2:27][NH2:28]. (3) Given the product [CH2:1]([O:8][C:9]1[CH:26]=[CH:25][C:12]([CH:13]=[CH2:14])=[C:11]([CH:10]=1)[O:16][CH2:34][C:35]([C:37]1[CH:42]=[CH:41][C:40]([O:43][CH3:44])=[CH:39][CH:38]=1)=[O:36])[C:2]1[CH:3]=[CH:4][CH:5]=[CH:6][CH:7]=1, predict the reactants needed to synthesize it. The reactants are: [CH2:1]([O:8][C:9]1[CH:26]=[CH:25][C:12]2[CH:13]=[C:14](C3C=CC(OC)=CC=3)C[O:16][C:11]=2[CH:10]=1)[C:2]1[CH:7]=[CH:6][CH:5]=[CH:4][CH:3]=1.CC(C)([O-])C.[K+].Br[CH2:34][C:35]([C:37]1[CH:42]=[CH:41][C:40]([O:43][CH3:44])=[CH:39][CH:38]=1)=[O:36]. (4) The reactants are: [Cl:1][C:2]1[CH:7]=[CH:6][C:5]([CH:8]2[C:15]3[C:14]([CH3:16])=[N:13][N:12]([C:17]4[N:21]([CH3:22])[N:20]=[CH:19][CH:18]=4)[C:11]=3[C:10](=[O:23])[N:9]2CC2C=CC(OC)=CC=2)=[CH:4][CH:3]=1. Given the product [Cl:1][C:2]1[CH:3]=[CH:4][C:5]([CH:8]2[C:15]3[C:14]([CH3:16])=[N:13][N:12]([C:17]4[N:21]([CH3:22])[N:20]=[CH:19][CH:18]=4)[C:11]=3[C:10](=[O:23])[NH:9]2)=[CH:6][CH:7]=1, predict the reactants needed to synthesize it. (5) Given the product [C:23]([O:28][CH2:9][CH2:10][O:11][C:16](=[O:31])[C:17]([CH3:20])=[CH2:21])(=[O:27])[C:24]([CH3:26])=[CH2:25], predict the reactants needed to synthesize it. The reactants are: O.N([CH2:9][CH2:10][OH:11])(CCO)CCO.[CH3:16][C:17]1([CH3:21])N([O])[C:17]([CH3:21])([CH3:20])[CH2:16]C[CH2:20]1.[C:23]([OH:28])(=[O:27])[C:24]([CH3:26])=[CH2:25].C1[O:31]C1. (6) The reactants are: [C:1]12([CH2:11][OH:12])[CH2:10][CH:5]3[CH2:6][CH:7]([CH2:9][CH:3]([CH2:4]3)[CH2:2]1)[CH2:8]2.[Cr](Cl)([O-])(=O)=O.[NH+]1C=CC=CC=1. Given the product [C:1]12([CH:11]=[O:12])[CH2:8][CH:7]3[CH2:6][CH:5]([CH2:4][CH:3]([CH2:9]3)[CH2:2]1)[CH2:10]2, predict the reactants needed to synthesize it. (7) Given the product [CH2:1]([O:3][C:4]([CH:6]1[CH2:11][CH2:10][CH:9]([N:12]2[C:17]3=[N:18][C:19]([NH:39][CH3:38])=[N:20][CH:21]=[C:16]3[CH2:15][N:14]([C:25]3[C:30]([F:31])=[C:29]([O:32][CH3:33])[CH:28]=[C:27]([O:34][CH3:35])[C:26]=3[F:36])[C:13]2=[O:37])[CH2:8][CH2:7]1)=[O:5])[CH3:2], predict the reactants needed to synthesize it. The reactants are: [CH2:1]([O:3][C:4]([CH:6]1[CH2:11][CH2:10][CH:9]([N:12]2[C:17]3=[N:18][C:19](S(C)=O)=[N:20][CH:21]=[C:16]3[CH2:15][N:14]([C:25]3[C:30]([F:31])=[C:29]([O:32][CH3:33])[CH:28]=[C:27]([O:34][CH3:35])[C:26]=3[F:36])[C:13]2=[O:37])[CH2:8][CH2:7]1)=[O:5])[CH3:2].[CH3:38][NH2:39].O1CCCC1.